This data is from hERG potassium channel inhibition data for cardiac toxicity prediction from Karim et al.. The task is: Regression/Classification. Given a drug SMILES string, predict its toxicity properties. Task type varies by dataset: regression for continuous values (e.g., LD50, hERG inhibition percentage) or binary classification for toxic/non-toxic outcomes (e.g., AMES mutagenicity, cardiotoxicity, hepatotoxicity). Dataset: herg_karim. (1) The drug is CCOc1cccc(NC(=O)c2cccc(NC(=O)C3CCCC3)c2)c1. The result is 1 (blocker). (2) The compound is Cc1cc2c3c([n+](C)c4ccc(F)cc4c3c1)-c1cc(F)ccc1N2C. The result is 1 (blocker). (3) The compound is CC(=O)NC1CC2CCC(C1)N2CCc1ccc(Oc2nc3ncccc3s2)cc1. The result is 1 (blocker). (4) The drug is N#Cc1ccc(Cn2cncc2CNC2CCN(C(=O)c3cncc(Br)c3)C2=O)cc1. The result is 1 (blocker). (5) The molecule is CCCCN(CC)CC#CCOC(c1ccccc1)c1ccccc1. The result is 1 (blocker). (6) The molecule is CC#C[C@]1(O)CC[C@H]2[C@@H]3CCC4=CC(=O)CCC4=C3[C@@H](c3ccc(N(C)C)cc3)C[C@@]21C. The result is 0 (non-blocker).